This data is from Full USPTO retrosynthesis dataset with 1.9M reactions from patents (1976-2016). The task is: Predict the reactants needed to synthesize the given product. Given the product [Cl:18][C:17]1[CH:6]=[CH:5][C:4]([C:2]2[N:7]=[C:6]([C:8]([O:10][CH3:11])=[O:9])[C:5]3[C:12]([CH3:15])=[CH:13][NH:14][C:4]=3[CH:3]=2)=[C:3]([F:19])[C:2]=1[O:24][CH3:23], predict the reactants needed to synthesize it. The reactants are: Cl[C:2]1[N:7]=[C:6]([C:8]([O:10][CH3:11])=[O:9])[C:5]2[C:12]([CH3:15])=[CH:13][NH:14][C:4]=2[CH:3]=1.Cl[CH2:17][Cl:18].[F-:19].[Cs+].CN(C)[CH:23]=[O:24].